From a dataset of Reaction yield outcomes from USPTO patents with 853,638 reactions. Predict the reaction yield, written as a fraction of the theoretical maximum amount of product (1.0 means a 100% yield; for example, 0.34 means a 34% yield). (1) The reactants are [NH2:1][C:2]1[CH:3]=[N:4][CH:5]=[CH:6][C:7]=1[N:8]1[CH2:13][C@H:12]([CH3:14])[CH2:11][C@H:10]([NH:15][C:16](=[O:22])[O:17][C:18]([CH3:21])([CH3:20])[CH3:19])[CH2:9]1.[Br:23][C:24]1[C:28]2=[N:29][C:30]([C:33](O)=[O:34])=[CH:31][CH:32]=[C:27]2[S:26][CH:25]=1.CCN(C(C)C)C(C)C.CN(C(ON1N=NC2C=CC=NC1=2)=[N+](C)C)C.F[P-](F)(F)(F)(F)F. The catalyst is CN(C=O)C. The product is [Br:23][C:24]1[C:28]2=[N:29][C:30]([C:33]([NH:1][C:2]3[CH:3]=[N:4][CH:5]=[CH:6][C:7]=3[N:8]3[CH2:13][C@H:12]([CH3:14])[CH2:11][C@H:10]([NH:15][C:16](=[O:22])[O:17][C:18]([CH3:21])([CH3:20])[CH3:19])[CH2:9]3)=[O:34])=[CH:31][CH:32]=[C:27]2[S:26][CH:25]=1. The yield is 0.840. (2) The reactants are [O:1]1[C:5]2[CH:6]=[C:7]([NH2:11])[C:8]([NH2:10])=[CH:9][C:4]=2[O:3][CH2:2]1.[C:12](=S)=[S:13]. The catalyst is CO. The product is [O:1]1[C:5]2[C:4](=[CH:9][C:8]3[NH:10][C:12]([SH:13])=[N:11][C:7]=3[CH:6]=2)[O:3][CH2:2]1. The yield is 0.561. (3) The reactants are [Cl:1][C:2]1[CH:3]=[C:4]2[C:9](=[CH:10][CH:11]=1)[N:8]=[C:7]([CH2:12][CH:13]([CH3:15])[CH3:14])[C:6]([CH2:16]O)=[C:5]2[C:18]1[CH:23]=[CH:22][CH:21]=[CH:20][CH:19]=1.S(Cl)(Cl)=O.[C:28]1(=[O:38])[NH:32][C:31](=[O:33])[C:30]2=[CH:34][CH:35]=[CH:36][CH:37]=[C:29]12.[K]. The catalyst is C1(C)C=CC=CC=1. The product is [Cl:1][C:2]1[CH:3]=[C:4]2[C:9](=[CH:10][CH:11]=1)[N:8]=[C:7]([CH2:12][CH:13]([CH3:15])[CH3:14])[C:6]([CH2:16][N:32]1[C:28](=[O:38])[C:29]3[C:30](=[CH:34][CH:35]=[CH:36][CH:37]=3)[C:31]1=[O:33])=[C:5]2[C:18]1[CH:19]=[CH:20][CH:21]=[CH:22][CH:23]=1. The yield is 0.570.